From a dataset of Forward reaction prediction with 1.9M reactions from USPTO patents (1976-2016). Predict the product of the given reaction. The product is: [N:9]1[CH:14]=[CH:13][CH:12]=[C:11]([C:2]2[N:7]=[CH:6][N:5]=[C:4]([NH2:8])[CH:3]=2)[CH:10]=1. Given the reactants Cl[C:2]1[N:7]=[CH:6][N:5]=[C:4]([NH2:8])[CH:3]=1.[N:9]1[CH:14]=[CH:13][C:12](B(O)O)=[CH:11][CH:10]=1.C([O-])([O-])=O.[Na+].[Na+], predict the reaction product.